The task is: Predict which catalyst facilitates the given reaction.. This data is from Catalyst prediction with 721,799 reactions and 888 catalyst types from USPTO. (1) Reactant: [F:1][C:2]1[CH:3]=[CH:4][C:5]([O:11][CH2:12][C:13]#[C:14][C:15]2[CH:20]=[CH:19][C:18]([C:21]([F:24])([F:23])[F:22])=[CH:17][CH:16]=2)=[C:6]([CH:10]=1)[C:7](O)=[O:8].CN1CCOCC1.ClC(OCC)=O.[BH4-].[Na+].Cl. Product: [F:1][C:2]1[CH:3]=[CH:4][C:5]([O:11][CH2:12][C:13]#[C:14][C:15]2[CH:16]=[CH:17][C:18]([C:21]([F:22])([F:23])[F:24])=[CH:19][CH:20]=2)=[C:6]([CH2:7][OH:8])[CH:10]=1. The catalyst class is: 36. (2) Reactant: [NH2:1][C@H:2]([C:13]([NH2:15])=[O:14])[CH2:3][C:4]1[C:12]2[C:7](=[CH:8][CH:9]=[CH:10][CH:11]=2)[NH:6][CH:5]=1.[CH3:16][C:17]([NH:19][CH2:20][S:21][CH2:22][C@H:23]([NH:27][C:28]([O:30][C:31]([CH3:34])([CH3:33])[CH3:32])=[O:29])[C:24](O)=[O:25])=[O:18].O.ON1C2C=CC=CC=2N=N1.C1(N=C=NC2CCCCC2)CCCCC1. Product: [NH:27]([C:28]([O:30][C:31]([CH3:34])([CH3:33])[CH3:32])=[O:29])[C@H:23]([C:24]([NH:1][C@H:2]([C:13]([NH2:15])=[O:14])[CH2:3][C:4]1[C:12]2[C:7](=[CH:8][CH:9]=[CH:10][CH:11]=2)[NH:6][CH:5]=1)=[O:25])[CH2:22][S:21][CH2:20][NH:19][C:17]([CH3:16])=[O:18]. The catalyst class is: 7.